From a dataset of Reaction yield outcomes from USPTO patents with 853,638 reactions. Predict the reaction yield, written as a fraction of the theoretical maximum amount of product (1.0 means a 100% yield; for example, 0.34 means a 34% yield). (1) The reactants are [CH2:1]([O:3][C:4]([N:6]1[CH2:11][CH2:10][NH:9][CH2:8][CH2:7]1)=[O:5])[CH3:2].[N+:12]([CH3:15])([O-:14])=[O:13].[CH:16](=O)[CH3:17].CC([O-])(C)C.[K+]. The catalyst is C(O)C.C1COCC1. The product is [CH2:1]([O:3][C:4]([N:6]1[CH2:7][CH2:8][N:9]([CH:16]([CH3:17])[CH2:15][N+:12]([O-:14])=[O:13])[CH2:10][CH2:11]1)=[O:5])[CH3:2]. The yield is 0.307. (2) The reactants are C(OC([N:8]1[CH2:12][CH2:11][CH2:10][CH:9]1[C:13](=[O:35])[NH:14][C:15]1[CH:20]=[CH:19][C:18]([C:21]2[CH:26]=[CH:25][CH:24]=[CH:23][C:22]=2[S:27]([CH3:30])(=[O:29])=[O:28])=[CH:17][C:16]=1[C:31]([F:34])([F:33])[F:32])=O)(C)(C)C.FC(F)(F)C(O)=O. The catalyst is C(Cl)Cl. The product is [CH3:30][S:27]([C:22]1[CH:23]=[CH:24][CH:25]=[CH:26][C:21]=1[C:18]1[CH:19]=[CH:20][C:15]([NH:14][C:13]([CH:9]2[CH2:10][CH2:11][CH2:12][NH:8]2)=[O:35])=[C:16]([C:31]([F:34])([F:32])[F:33])[CH:17]=1)(=[O:29])=[O:28]. The yield is 1.00.